From a dataset of Reaction yield outcomes from USPTO patents with 853,638 reactions. Predict the reaction yield, written as a fraction of the theoretical maximum amount of product (1.0 means a 100% yield; for example, 0.34 means a 34% yield). (1) The reactants are [CH3:1]/[C:2](=[CH:8]\[C:9]1[CH:14]=[C:13]([F:15])[C:12](F)=[C:11]([F:17])[CH:10]=1)/[C:3]([O:5][CH2:6][CH3:7])=[O:4].[C:18]1([OH:24])[CH:23]=[CH:22][CH:21]=[CH:20][CH:19]=1.C([O-])([O-])=O.[K+].[K+]. The catalyst is CN(C=O)C. The product is [F:15][C:13]1[CH:14]=[C:9](/[CH:8]=[C:2](\[CH3:1])/[C:3]([O:5][CH2:6][CH3:7])=[O:4])[CH:10]=[C:11]([F:17])[C:12]=1[O:24][C:18]1[CH:23]=[CH:22][CH:21]=[CH:20][CH:19]=1. The yield is 0.890. (2) The reactants are [C:1]1([S:7]([N:10]([CH2:20][C:21]2[CH:26]=[CH:25][CH:24]=[CH:23][CH:22]=2)[C:11]2[CH:12]=[C:13]([CH:17]=[CH:18][CH:19]=2)[C:14]([OH:16])=O)(=[O:9])=[O:8])[CH:6]=[CH:5][CH:4]=[CH:3][CH:2]=1.[NH2:27][C:28]1[CH:36]=[C:35]2[C:31]([CH:32]=[N:33][NH:34]2)=[CH:30][CH:29]=1.Cl.CN(C)CCCN=C=NCC.SC1SC2C=CC=CC=2N=1.C(N(CC)CC)C. The catalyst is C(#N)C. The product is [C:1]1([S:7]([N:10]([CH2:20][C:21]2[CH:26]=[CH:25][CH:24]=[CH:23][CH:22]=2)[C:11]2[CH:12]=[C:13]([CH:17]=[CH:18][CH:19]=2)[C:14]([NH:27][C:28]2[CH:36]=[C:35]3[C:31]([CH:32]=[N:33][NH:34]3)=[CH:30][CH:29]=2)=[O:16])(=[O:8])=[O:9])[CH:6]=[CH:5][CH:4]=[CH:3][CH:2]=1. The yield is 0.450. (3) The reactants are CN(C=O)C.[C:6]([Cl:11])(=O)[C:7](Cl)=O.[N:12]1[C:17]2[CH:18]=[CH:19][S:20][C:16]=2C(=O)N[CH:13]=1.O. The catalyst is C(Cl)Cl. The yield is 0.990. The product is [Cl:11][C:6]1[CH:7]=[CH:13][N:12]=[C:17]2[CH:18]=[CH:19][S:20][C:16]=12. (4) The reactants are [CH3:1][C:2]1[CH:7]=[CH:6][C:5]([C:8]2[NH:12][N:11]=[N:10][N:9]=2)=[CH:4][C:3]=1[NH:13][C:14](=[O:38])[C:15]1[CH:20]=[CH:19][C:18]([NH:21][C:22]2[N:31]=[C:30]([C:32]3[CH:37]=[CH:36][CH:35]=[CH:34][CH:33]=3)[C:29]3[C:24](=[CH:25][CH:26]=[CH:27][CH:28]=3)[N:23]=2)=[CH:17][CH:16]=1.[C:39](=O)([O-])[O-].[K+].[K+].CI. The yield is 0.500. The catalyst is CN(C)C=O. The product is [CH3:1][C:2]1[CH:7]=[CH:6][C:5]([C:8]2[N:12]=[N:11][N:10]([CH3:39])[N:9]=2)=[CH:4][C:3]=1[NH:13][C:14](=[O:38])[C:15]1[CH:20]=[CH:19][C:18]([NH:21][C:22]2[N:31]=[C:30]([C:32]3[CH:33]=[CH:34][CH:35]=[CH:36][CH:37]=3)[C:29]3[C:24](=[CH:25][CH:26]=[CH:27][CH:28]=3)[N:23]=2)=[CH:17][CH:16]=1. (5) The reactants are [NH2:1][C:2]1[CH:3]=[N:4][C:5]2[C:10]([C:11]=1[NH:12][CH2:13][C:14]1([OH:20])[CH2:19][CH2:18][O:17][CH2:16][CH2:15]1)=[CH:9][CH:8]=[CH:7][CH:6]=2.[CH2:21]([O:23][CH2:24][C:25](Cl)=O)[CH3:22]. No catalyst specified. The product is [CH2:21]([O:23][CH2:24][C:25]1[N:12]([CH2:13][C:14]2([OH:20])[CH2:19][CH2:18][O:17][CH2:16][CH2:15]2)[C:11]2[C:10]3[CH:9]=[CH:8][CH:7]=[CH:6][C:5]=3[N:4]=[CH:3][C:2]=2[N:1]=1)[CH3:22]. The yield is 0.760. (6) The reactants are [NH2:1][C:2]1[C:11]([N+:12]([O-:14])=[O:13])=[CH:10][C:5]([C:6]([O:8][CH3:9])=[O:7])=[C:4](F)[C:3]=1[F:16].O1CCOCC1.[NH3:23]. The catalyst is O. The product is [NH2:23][C:4]1[C:3]([F:16])=[C:2]([NH2:1])[C:11]([N+:12]([O-:14])=[O:13])=[CH:10][C:5]=1[C:6]([O:8][CH3:9])=[O:7]. The yield is 0.920.